This data is from Catalyst prediction with 721,799 reactions and 888 catalyst types from USPTO. The task is: Predict which catalyst facilitates the given reaction. (1) Reactant: [N:1]([CH:4]([C:7]1[CH:12]=[CH:11][CH:10]=[C:9]([Br:13])[CH:8]=1)[CH2:5][OH:6])=[N+]=[N-].C1(P(C2C=CC=CC=2)C2C=CC=CC=2)C=CC=CC=1. Product: [NH2:1][CH:4]([C:7]1[CH:12]=[CH:11][CH:10]=[C:9]([Br:13])[CH:8]=1)[CH2:5][OH:6]. The catalyst class is: 1. (2) Reactant: [CH2:1]1[CH:5]([CH2:6][CH2:7][CH2:8][CH2:9][C:10]([OH:12])=[O:11])[S:4][S:3][CH2:2]1.[Zn:13].Cl. Product: [Zn:13].[SH:4][CH:5]([CH2:1][CH2:2][SH:3])[CH2:6][CH2:7][CH2:8][CH2:9][C:10]([OH:12])=[O:11]. The catalyst class is: 5. (3) Reactant: [CH2:1]([N:8]([CH2:21][C:22]1[CH:27]=[CH:26][CH:25]=[CH:24][CH:23]=1)[C:9]1[N:10]=[CH:11][CH:12]=[C:13]2[CH:17]=[C:16]([C:18]([OH:20])=O)[NH:15][C:14]=12)[C:2]1[CH:7]=[CH:6][CH:5]=[CH:4][CH:3]=1.[NH2:28][CH2:29][C:30]1[CH:35]=[CH:34][N:33]=[CH:32][CH:31]=1.C(N=C=NCCCN(C)C)C.ON1C2C=CC=CC=2N=N1. The catalyst class is: 145. Product: [CH2:21]([N:8]([CH2:1][C:2]1[CH:3]=[CH:4][CH:5]=[CH:6][CH:7]=1)[C:9]1[N:10]=[CH:11][CH:12]=[C:13]2[CH:17]=[C:16]([C:18]([NH:28][CH2:29][C:30]3[CH:35]=[CH:34][N:33]=[CH:32][CH:31]=3)=[O:20])[NH:15][C:14]=12)[C:22]1[CH:27]=[CH:26][CH:25]=[CH:24][CH:23]=1. (4) Reactant: [N+:1]([C:4]1[CH:27]=[CH:26][C:7]([CH2:8][C:9]([CH2:16][C:17]2[CH:22]=[CH:21][C:20]([N+:23]([O-:25])=[O:24])=[CH:19][CH:18]=2)(C(O)=O)[C:10](O)=[O:11])=[CH:6][CH:5]=1)([O-:3])=[O:2].[CH3:28][CH:29]([CH2:31][CH2:32][CH2:33][C@H:34]([C@@H:36]1[C@:53]2([CH3:54])[C@H:39]([C@H:40]3[C@H:50]([CH2:51][CH2:52]2)[C@:48]2([CH3:49])[C:43]([CH2:44][C@@H:45]([OH:55])[CH2:46][CH2:47]2)=[CH:42][CH2:41]3)[CH2:38][CH2:37]1)[CH3:35])[CH3:30]. Product: [N+:1]([C:4]1[CH:5]=[CH:6][C:7]([CH2:8][CH:9]([CH2:16][C:17]2[CH:22]=[CH:21][C:20]([N+:23]([O-:25])=[O:24])=[CH:19][CH:18]=2)[C:10]([O:55][CH:45]2[CH2:46][CH2:47][C@@:48]3([CH3:49])[C:43](=[CH:42][CH2:41][C@@H:40]4[C@@H:50]3[CH2:51][CH2:52][C@@:53]3([CH3:54])[C@H:39]4[CH2:38][CH2:37][C@@H:36]3[C@H:34]([CH3:35])[CH2:33][CH2:32][CH2:31][CH:29]([CH3:28])[CH3:30])[CH2:44]2)=[O:11])=[CH:26][CH:27]=1)([O-:3])=[O:2]. The catalyst class is: 119. (5) Reactant: C[C:13]1[CH:12]=CC=C([N+]([O-])=O)[C:8]=1[C:7](O[C:7](=[O:18])[C:8]1[C:13]([N+]([O-])=O)=[CH:12]C=CC=1C)=[O:18].[O:26]=[C:27]1[N:32]([C:33]2[CH:38]=[CH:37][C:36]([O:39][CH2:40][C:41]([F:44])([F:43])[F:42])=[CH:35][CH:34]=2)[C:31]([S:45][CH2:46][CH2:47][CH2:48][S:49]([NH2:52])(=[O:51])=[O:50])=[N:30][C:29]2[CH:53]=[CH:54][NH:55][C:28]1=2.C1(C(O)=O)CC1.C(N(CC)CC)C. Product: [O:26]=[C:27]1[N:32]([C:33]2[CH:34]=[CH:35][C:36]([O:39][CH2:40][C:41]([F:42])([F:44])[F:43])=[CH:37][CH:38]=2)[C:31]([S:45][CH2:46][CH2:47][CH2:48][S:49]([NH:52][C:7]([CH:8]2[CH2:13][CH2:12]2)=[O:18])(=[O:50])=[O:51])=[N:30][C:29]2[CH:53]=[CH:54][NH:55][C:28]1=2. The catalyst class is: 594. (6) Reactant: CC(OC(/N=N/C(OC(C)C)=O)=O)C.[OH:15][CH2:16][C:17]1[CH:18]=[C:19]([C:23]#[N:24])[O:20][C:21]=1[CH3:22].[C:25]1([C:32]2[CH:37]=[CH:36][CH:35]=[CH:34][CH:33]=2)[CH:30]=[CH:29][C:28](O)=[CH:27][CH:26]=1.C1(P(C2C=CC=CC=2)C2C=CC=CC=2)C=CC=CC=1. Product: [C:25]1([C:32]2[CH:33]=[CH:34][CH:35]=[CH:36][CH:37]=2)[CH:30]=[CH:29][C:28]([O:15][CH2:16][C:17]2[CH:18]=[C:19]([C:23]#[N:24])[O:20][C:21]=2[CH3:22])=[CH:27][CH:26]=1. The catalyst class is: 7. (7) Reactant: [NH2:1][CH:2]([C:4]1[NH:5][C:6]([C:12]2[CH:21]=[CH:20][CH:19]=[C:18]3[C:13]=2[N:14]=[C:15]([NH:23][C:24]2([CH3:27])[CH2:26][CH2:25]2)[C:16]([CH3:22])=[N:17]3)=[CH:7][C:8]=1[C:9]([OH:11])=O)[CH3:3].CCN(C(C)C)C(C)C.F[P-](F)(F)(F)(F)F.N1(O[P+](N2CCCC2)(N2CCCC2)N2CCCC2)C2C=CC=CC=2N=N1.C([O-])(O)=O.[Na+]. Product: [CH3:3][CH:2]1[C:4]2[NH:5][C:6]([C:12]3[CH:21]=[CH:20][CH:19]=[C:18]4[C:13]=3[N:14]=[C:15]([NH:23][C:24]3([CH3:27])[CH2:25][CH2:26]3)[C:16]([CH3:22])=[N:17]4)=[CH:7][C:8]=2[C:9](=[O:11])[NH:1]1. The catalyst class is: 85. (8) Reactant: O.[N+:2]([CH:5]([CH:8]=O)[CH:6]=O)([O-:4])=[O:3].[NH2:10][C:11]1[O:15][C:14]([C:16]([O:18][CH3:19])=[O:17])=[CH:13][CH:12]=1.O.Cl. Product: [N+:2]([C:5]1[CH:6]=[C:12]2[CH:13]=[C:14]([C:16]([O:18][CH3:19])=[O:17])[O:15][C:11]2=[N:10][CH:8]=1)([O-:4])=[O:3]. The catalyst class is: 5. (9) Product: [CH2:1]([O:4][C@H:5]1[CH2:10][CH2:9][C@H:8]([NH2:11])[CH2:7][CH2:6]1)[CH2:2][CH3:3]. The catalyst class is: 8. Reactant: [CH2:1]([O:4][C@H:5]1[CH2:10][CH2:9][C@H:8]([N:11]2C(=O)C3=CC=CC=C3C2=O)[CH2:7][CH2:6]1)[CH2:2][CH3:3].O.NN.